From a dataset of NCI-60 drug combinations with 297,098 pairs across 59 cell lines. Regression. Given two drug SMILES strings and cell line genomic features, predict the synergy score measuring deviation from expected non-interaction effect. (1) Drug 1: CS(=O)(=O)C1=CC(=C(C=C1)C(=O)NC2=CC(=C(C=C2)Cl)C3=CC=CC=N3)Cl. Drug 2: C1=NC2=C(N=C(N=C2N1C3C(C(C(O3)CO)O)O)F)N. Cell line: SF-295. Synergy scores: CSS=1.55, Synergy_ZIP=-0.479, Synergy_Bliss=-2.92, Synergy_Loewe=-3.05, Synergy_HSA=-3.19. (2) Drug 1: COC1=C(C=C2C(=C1)N=CN=C2NC3=CC(=C(C=C3)F)Cl)OCCCN4CCOCC4. Drug 2: COC1=C2C(=CC3=C1OC=C3)C=CC(=O)O2. Cell line: SNB-75. Synergy scores: CSS=22.4, Synergy_ZIP=-7.48, Synergy_Bliss=-1.32, Synergy_Loewe=-7.57, Synergy_HSA=-1.37.